Dataset: Catalyst prediction with 721,799 reactions and 888 catalyst types from USPTO. Task: Predict which catalyst facilitates the given reaction. (1) Reactant: [Br:1][C:2]1[CH:7]=[C:6]([C:8]([F:17])([C:13]([F:16])([F:15])[F:14])[C:9]([F:12])([F:11])[F:10])[CH:5]=[C:4]([Br:18])[C:3]=1[N:19]([CH3:40])[C:20]([C:22]1[C:23]([O:38][CH3:39])=[C:24]([N:28](C)[C:29]([C:31]2[CH:36]=[CH:35][N:34]=[CH:33][CH:32]=2)=[O:30])[CH:25]=[CH:26][CH:27]=1)=[O:21].ClC1C=CC=C(C(OO)=[O:49])C=1. Product: [Br:1][C:2]1[CH:7]=[C:6]([C:8]([F:17])([C:13]([F:16])([F:15])[F:14])[C:9]([F:12])([F:11])[F:10])[CH:5]=[C:4]([Br:18])[C:3]=1[N:19]([CH3:40])[C:20]([C:22]1[C:23]([O:38][CH3:39])=[C:24]([NH:28][C:29]([C:31]2[CH:36]=[CH:35][N+:34]([O-:49])=[CH:33][CH:32]=2)=[O:30])[CH:25]=[CH:26][CH:27]=1)=[O:21]. The catalyst class is: 4. (2) Reactant: [CH3:1][CH:2]1[C:8]2=[C:9]3[C:13](=[CH:14][CH:15]=[C:7]2[O:6][CH2:5][CH2:4][N:3]1[C:16]([O:18][C:19]([CH3:22])([CH3:21])[CH3:20])=[O:17])[NH:12][CH:11]=[CH:10]3.[H-].[Na+].[S:25]1[CH:29]=[CH:28][CH:27]=[C:26]1[S:30](Cl)(=[O:32])=[O:31]. Product: [CH3:1][CH:2]1[C:8]2=[C:9]3[C:13](=[CH:14][CH:15]=[C:7]2[O:6][CH2:5][CH2:4][N:3]1[C:16]([O:18][C:19]([CH3:21])([CH3:20])[CH3:22])=[O:17])[N:12]([S:30]([C:26]1[S:25][CH:29]=[CH:28][CH:27]=1)(=[O:32])=[O:31])[CH:11]=[CH:10]3. The catalyst class is: 3. (3) Product: [CH3:17][C:18]1[S:19][C:20]2[CH:26]=[CH:25][C:24]([O:27][C:2]3[CH:3]=[CH:4][C:5]4[N:6]([CH:8]=[C:9]([NH:11][C:12]([CH:14]5[CH2:16][CH2:15]5)=[O:13])[N:10]=4)[N:7]=3)=[CH:23][C:21]=2[N:22]=1. The catalyst class is: 9. Reactant: I[C:2]1[CH:3]=[CH:4][C:5]2[N:6]([CH:8]=[C:9]([NH:11][C:12]([CH:14]3[CH2:16][CH2:15]3)=[O:13])[N:10]=2)[N:7]=1.[CH3:17][C:18]1[S:19][C:20]2[CH:26]=[CH:25][C:24]([OH:27])=[CH:23][C:21]=2[N:22]=1.C(=O)([O-])[O-].[K+].[K+]. (4) Product: [C:12]([O:11][C:9]([N:7]1[C@H:6]([CH3:16])[CH2:5][CH2:4][C@@H:3]([C:2]([OH:29])=[O:1])[CH2:8]1)=[O:10])([CH3:15])([CH3:14])[CH3:13]. Reactant: [OH:1][CH2:2][C@H:3]1[CH2:8][N:7]([C:9]([O:11][C:12]([CH3:15])([CH3:14])[CH3:13])=[O:10])[C@H:6]([CH3:16])[CH2:5][CH2:4]1.CC1(C)N([O])C(C)(C)CCC1.P([O-])([O-])([O-])=[O:29].[Na+].[Na+].[Na+].Cl([O-])=O.[Na+].Cl[O-].[Na+]. The catalyst class is: 578. (5) Product: [CH2:43]([NH:50][C:25](=[O:26])[C@@H:4]([CH2:3][O:2][CH3:1])[NH:5][C:6]([C:7]1[CH:12]=[CH:11][CH:10]=[CH:9][CH:8]=1)([C:19]1[CH:20]=[CH:21][CH:22]=[CH:23][CH:24]=1)[C:13]1[CH:14]=[CH:15][CH:16]=[CH:17][CH:18]=1)[C:44]1[CH:49]=[CH:48][CH:47]=[CH:46][CH:45]=1. The catalyst class is: 362. Reactant: [CH3:1][O:2][CH2:3][C@H:4]([C:25](O)=[O:26])[NH:5][C:6]([C:19]1[CH:24]=[CH:23][CH:22]=[CH:21][CH:20]=1)([C:13]1[CH:18]=[CH:17][CH:16]=[CH:15][CH:14]=1)[C:7]1[CH:12]=[CH:11][CH:10]=[CH:9][CH:8]=1.CN1CCOCC1.C(OC(Cl)=O)C(C)C.[CH2:43]([NH2:50])[C:44]1[CH:49]=[CH:48][CH:47]=[CH:46][CH:45]=1. (6) Reactant: [O:1]=[C:2]1[C:25]2[C:6]3=[C:7]([CH:22]=[CH:23][CH:24]=2)[NH:8][C:9]2[CH2:10][N:11](C(OC(C)(C)C)=O)[CH2:12][CH2:13][C:14]=2[C:5]3=[N:4][NH:3]1.[ClH:26]. Product: [ClH:26].[N:4]1[NH:3][C:2](=[O:1])[C:25]2[C:6]3[C:5]=1[C:14]1[CH2:13][CH2:12][NH:11][CH2:10][C:9]=1[NH:8][C:7]=3[CH:22]=[CH:23][CH:24]=2. The catalyst class is: 12. (7) Reactant: [CH2:1]([O:3][C:4](=[O:25])[CH2:5][N:6]([C:8]([NH:10][C:11]1[CH:16]=[CH:15][CH:14]=[CH:13][C:12]=1[C:17]([CH:19]1[CH2:24][CH2:23][CH2:22][CH2:21][CH2:20]1)=O)=[O:9])[NH2:7])[CH3:2]. Product: [CH2:1]([O:3][C:4](=[O:25])[CH2:5][N:6]1[C:8](=[O:9])[NH:10][C:11]2[CH:16]=[CH:15][CH:14]=[CH:13][C:12]=2[C:17]([CH:19]2[CH2:24][CH2:23][CH2:22][CH2:21][CH2:20]2)=[N:7]1)[CH3:2]. The catalyst class is: 67.